Dataset: Ames mutagenicity test results for genotoxicity prediction. Task: Regression/Classification. Given a drug SMILES string, predict its toxicity properties. Task type varies by dataset: regression for continuous values (e.g., LD50, hERG inhibition percentage) or binary classification for toxic/non-toxic outcomes (e.g., AMES mutagenicity, cardiotoxicity, hepatotoxicity). Dataset: ames. (1) The molecule is SC(S)=N/C=C/N=C(S)S. The result is 0 (non-mutagenic). (2) The molecule is Oc1cc(Cl)cc(Cl)c1. The result is 0 (non-mutagenic). (3) The compound is O=C(c1ccccc1)C1OC1c1ccc(-c2ccccc2)cc1. The result is 0 (non-mutagenic). (4) The molecule is CCCC(=O)OCc1ccc([N+](=O)[O-])cc1. The result is 1 (mutagenic).